Dataset: NCI-60 drug combinations with 297,098 pairs across 59 cell lines. Task: Regression. Given two drug SMILES strings and cell line genomic features, predict the synergy score measuring deviation from expected non-interaction effect. (1) Drug 1: C1=NC2=C(N=C(N=C2N1C3C(C(C(O3)CO)O)O)F)N. Drug 2: C1CCC(C(C1)N)N.C(=O)(C(=O)[O-])[O-].[Pt+4]. Cell line: UACC-257. Synergy scores: CSS=2.79, Synergy_ZIP=-0.867, Synergy_Bliss=0.622, Synergy_Loewe=-5.47, Synergy_HSA=-2.64. (2) Cell line: SK-OV-3. Drug 1: C1=NC2=C(N=C(N=C2N1C3C(C(C(O3)CO)O)F)Cl)N. Drug 2: CCC1=C2CN3C(=CC4=C(C3=O)COC(=O)C4(CC)O)C2=NC5=C1C=C(C=C5)O. Synergy scores: CSS=23.3, Synergy_ZIP=-5.92, Synergy_Bliss=-1.68, Synergy_Loewe=-6.01, Synergy_HSA=-0.598.